Regression. Given two drug SMILES strings and cell line genomic features, predict the synergy score measuring deviation from expected non-interaction effect. From a dataset of NCI-60 drug combinations with 297,098 pairs across 59 cell lines. Drug 1: C1=NC(=NC(=O)N1C2C(C(C(O2)CO)O)O)N. Drug 2: CC1C(C(CC(O1)OC2CC(OC(C2O)C)OC3=CC4=CC5=C(C(=O)C(C(C5)C(C(=O)C(C(C)O)O)OC)OC6CC(C(C(O6)C)O)OC7CC(C(C(O7)C)O)OC8CC(C(C(O8)C)O)(C)O)C(=C4C(=C3C)O)O)O)O. Cell line: SF-539. Synergy scores: CSS=43.9, Synergy_ZIP=-3.02, Synergy_Bliss=0.855, Synergy_Loewe=-14.4, Synergy_HSA=-0.987.